The task is: Predict the reaction yield, written as a fraction of the theoretical maximum amount of product (1.0 means a 100% yield; for example, 0.34 means a 34% yield).. This data is from Reaction yield outcomes from USPTO patents with 853,638 reactions. (1) The reactants are [CH3:1][C:2]1([CH3:32])[CH2:7][C:6](=[O:8])[CH2:5][C:4]([CH3:10])([CH3:9])[P:3]1[C:11]1[CH:16]=[CH:15][CH:14]=[CH:13][C:12]=1[C:17]1[C:22]([CH:23]([CH3:25])[CH3:24])=[CH:21][C:20]([CH:26]([CH3:28])[CH3:27])=[CH:19][C:18]=1[CH:29]([CH3:31])[CH3:30].[CH2:33](O)[CH2:34][CH2:35][OH:36].O.C1(C)C=CC(S(O)(=O)=O)=CC=1. The catalyst is C1(C)C=CC=CC=1. The product is [CH3:32][C:2]1([CH3:1])[P:3]([C:11]2[CH:16]=[CH:15][CH:14]=[CH:13][C:12]=2[C:17]2[C:22]([CH:23]([CH3:24])[CH3:25])=[CH:21][C:20]([CH:26]([CH3:28])[CH3:27])=[CH:19][C:18]=2[CH:29]([CH3:31])[CH3:30])[C:4]([CH3:9])([CH3:10])[CH2:5][C:6]2([O:36][CH2:35][CH2:34][CH2:33][O:8]2)[CH2:7]1. The yield is 0.660. (2) The reactants are [F-].C([N+](CCCC)(CCCC)CCCC)CCC.[C:19]([O:23][C:24]([N:26]1[C@H:30]([CH:31]=[O:32])[CH2:29][O:28][C:27]1([CH3:34])[CH3:33])=[O:25])([CH3:22])([CH3:21])[CH3:20].[F:35][C:36]1[CH:41]=[C:40]([CH2:42][CH2:43][N+:44]([O-:46])=[O:45])[CH:39]=[C:38]([F:47])[CH:37]=1. The catalyst is O1CCCC1. The product is [C:19]([O:23][C:24]([N:26]1[C@@H:30]([C@@H:31]([OH:32])[C@@H:43]([N+:44]([O-:46])=[O:45])[CH2:42][C:40]2[CH:41]=[C:36]([F:35])[CH:37]=[C:38]([F:47])[CH:39]=2)[CH2:29][O:28][C:27]1([CH3:34])[CH3:33])=[O:25])([CH3:22])([CH3:21])[CH3:20]. The yield is 0.377.